Dataset: Reaction yield outcomes from USPTO patents with 853,638 reactions. Task: Predict the reaction yield, written as a fraction of the theoretical maximum amount of product (1.0 means a 100% yield; for example, 0.34 means a 34% yield). (1) The reactants are Br[C:2]1[CH:7]=[CH:6][N:5]=[C:4]([CH3:8])[CH:3]=1.[NH:9]1[CH:13]=[CH:12][CH:11]=[N:10]1.N1C2C(=CC=C3C=2N=CC=C3)C=CC=1.C([O-])([O-])=O.[K+].[K+]. The catalyst is C1(C)C=CC=CC=1.[Cu]I. The product is [CH3:8][C:4]1[CH:3]=[C:2]([N:9]2[CH:13]=[CH:12][CH:11]=[N:10]2)[CH:7]=[CH:6][N:5]=1. The yield is 0.920. (2) The reactants are [CH2:1]([O:8][CH2:9][C:10]1([CH2:14][C:15]#[N:16])[CH2:13][CH2:12][CH2:11]1)[C:2]1[CH:7]=[CH:6][CH:5]=[CH:4][CH:3]=1.C([S:19]P([O-])(OCC)=S)C.C(OCC)(=O)C. The catalyst is O1CCCC1.O. The product is [CH2:1]([O:8][CH2:9][C:10]1([CH2:14][C:15](=[S:19])[NH2:16])[CH2:11][CH2:12][CH2:13]1)[C:2]1[CH:7]=[CH:6][CH:5]=[CH:4][CH:3]=1. The yield is 0.710. (3) The reactants are [ClH:1].Cl.FC1C=CC(C2C=NC(N3CCNCC3)=NC=2)=CC=1.C(OC([N:29]1[CH2:34][CH2:33][N:32]([C:35]2[CH:40]=[CH:39][C:38]([C:41]3[CH:46]=[CH:45][C:44]([F:47])=[CH:43][CH:42]=3)=[CH:37][N:36]=2)[CH2:31][CH2:30]1)=O)(C)(C)C. No catalyst specified. The product is [ClH:1].[ClH:1].[F:47][C:44]1[CH:43]=[CH:42][C:41]([C:38]2[CH:39]=[CH:40][C:35]([N:32]3[CH2:31][CH2:30][NH:29][CH2:34][CH2:33]3)=[N:36][CH:37]=2)=[CH:46][CH:45]=1. The yield is 0.890. (4) The reactants are [F:1][C:2]1[CH:34]=[CH:33][C:5]([CH2:6][N:7]2[C:16](=[O:17])[C:15]([C:18]3[NH:23][C:22]4[CH:24]=[CH:25][C:26](I)=[CH:27][C:21]=4[S:20](=[O:30])(=[O:29])[N:19]=3)=[C:14]([OH:31])[C@H:13]3[C@@H:8]2[C@H:9]2[CH2:32][C@@H:12]3[CH2:11][CH2:10]2)=[CH:4][CH:3]=1.[N:35]1[CH:40]=[CH:39][CH:38]=[C:37]([S:41]([NH2:44])(=[O:43])=[O:42])[CH:36]=1.N(CC(O)=O)C.P([O-])([O-])([O-])=O.[K+].[K+].[K+]. The catalyst is CN(C)C=O.[Cu]I. The product is [F:1][C:2]1[CH:34]=[CH:33][C:5]([CH2:6][N:7]2[C:16](=[O:17])[C:15]([C:18]3[NH:23][C:22]4[CH:24]=[CH:25][C:26]([NH:44][S:41]([C:37]5[CH:36]=[N:35][CH:40]=[CH:39][CH:38]=5)(=[O:43])=[O:42])=[CH:27][C:21]=4[S:20](=[O:30])(=[O:29])[N:19]=3)=[C:14]([OH:31])[C@H:13]3[C@@H:8]2[C@H:9]2[CH2:32][C@@H:12]3[CH2:11][CH2:10]2)=[CH:4][CH:3]=1. The yield is 0.540. (5) The reactants are [CH:1]12[O:8][CH:5]([CH2:6][CH2:7]1)[CH2:4][N:3]([C:9]1[N:14]=[C:13]([Cl:15])[N:12]=[C:11]([C:16]3(O)[CH2:18][CH2:17]3)[C:10]=1[CH2:20][OH:21])[CH2:2]2.C1C=CC(P(C2C=CC=CC=2)C2C=CC=CC=2)=CC=1.CCOC(/N=N/C(OCC)=O)=O. The catalyst is C1COCC1. The product is [CH:1]12[O:8][CH:5]([CH2:6][CH2:7]1)[CH2:4][N:3]([C:9]1[C:10]3[CH2:20][O:21][C:16]4([CH2:17][CH2:18]4)[C:11]=3[N:12]=[C:13]([Cl:15])[N:14]=1)[CH2:2]2. The yield is 0.120. (6) The reactants are [F:1][C:2]1[CH:3]=[C:4]([CH:6]=[CH:7][C:8]=1[F:9])[NH2:5].Br.Br[CH:12]([C:14]1[CH:15]=[C:16]([C:31]([N:33]([CH3:35])[CH3:34])=[O:32])[CH:17]=[C:18]2[C:23]=1[O:22][C:21]([N:24]1[CH2:29][CH2:28][O:27][CH2:26][CH2:25]1)=[CH:20][C:19]2=[O:30])[CH3:13]. No catalyst specified. The product is [F:1][C:2]1[CH:3]=[C:4]([NH:5][CH:12]([C:14]2[CH:15]=[C:16]([C:31]([N:33]([CH3:35])[CH3:34])=[O:32])[CH:17]=[C:18]3[C:23]=2[O:22][C:21]([N:24]2[CH2:29][CH2:28][O:27][CH2:26][CH2:25]2)=[CH:20][C:19]3=[O:30])[CH3:13])[CH:6]=[CH:7][C:8]=1[F:9]. The yield is 0.288. (7) The yield is 0.805. The product is [F:23][C:24]([F:35])([F:34])[C:11](=[O:13])[CH2:10][C:9]([C:3]1[CH:4]=[CH:5][C:6]([F:8])=[CH:7][C:2]=1[Br:1])([CH3:15])[CH3:14]. The reactants are [Br:1][C:2]1[CH:7]=[C:6]([F:8])[CH:5]=[CH:4][C:3]=1[C:9]([CH3:15])([CH3:14])[CH2:10][C:11]([OH:13])=O.C1(C)C=CC=CC=1.[F:23][C:24]([F:35])([F:34])C(OC(=O)[C:24]([F:35])([F:34])[F:23])=O. The catalyst is N1C=CC=CC=1.